This data is from Reaction yield outcomes from USPTO patents with 853,638 reactions. The task is: Predict the reaction yield, written as a fraction of the theoretical maximum amount of product (1.0 means a 100% yield; for example, 0.34 means a 34% yield). (1) The yield is 0.970. The product is [C:1]([O:5][C:6]([NH:8][C@@H:9]([CH3:16])[CH2:10][O:11][S:12]([CH3:15])(=[O:14])=[O:13])=[O:7])([CH3:4])([CH3:3])[CH3:2]. No catalyst specified. The reactants are [C:1]([O:5][C:6]([NH:8][C@H:9]([CH3:16])[CH2:10][O:11][S:12]([CH3:15])(=[O:14])=[O:13])=[O:7])([CH3:4])([CH3:3])[CH3:2].C([C@@](N)(C)CO)(OC(C)(C)C)=O. (2) The reactants are [I:1][C:2]1[CH:3]=[C:4]([OH:8])[CH:5]=[CH:6][CH:7]=1.[H-].[Na+].[H][H].C1OCCOCCOCCOCCOC1.Br[CH2:29][CH:30]([O:33][CH3:34])[O:31][CH3:32]. The catalyst is CN(C=O)C.O. The product is [CH3:32][O:31][CH:30]([O:33][CH3:34])[CH2:29][O:8][C:4]1[CH:5]=[CH:6][CH:7]=[C:2]([I:1])[CH:3]=1. The yield is 0.850.